From a dataset of Catalyst prediction with 721,799 reactions and 888 catalyst types from USPTO. Predict which catalyst facilitates the given reaction. Reactant: [CH2:1]([N:8]1[C:16]2[C:11](=[CH:12][CH:13]=[C:14]([N+:17]([O-:19])=[O:18])[CH:15]=2)[C:10]([C:20]([O:28][CH2:29][O:30][CH3:31])([C:24]([F:27])([F:26])[F:25])[C:21]([OH:23])=O)=[CH:9]1)[C:2]1[CH:7]=[CH:6][CH:5]=[CH:4][CH:3]=1.CN(C(ON1N=NC2C=CC=CC1=2)=[N+](C)C)C.[B-](F)(F)(F)F.C(N(CC)CC)C.Cl.[CH2:62]([O:64][C:65](=[O:82])[CH2:66][C:67]1[CH:72]=[CH:71][C:70]([O:73][CH:74]2[CH2:79][CH2:78][NH:77][CH2:76][CH2:75]2)=[C:69]([O:80][CH3:81])[CH:68]=1)[CH3:63]. Product: [CH2:62]([O:64][C:65](=[O:82])[CH2:66][C:67]1[CH:72]=[CH:71][C:70]([O:73][CH:74]2[CH2:79][CH2:78][N:77]([C:21](=[O:23])[C:20]([C:10]3[C:11]4[C:16](=[CH:15][C:14]([N+:17]([O-:19])=[O:18])=[CH:13][CH:12]=4)[N:8]([CH2:1][C:2]4[CH:7]=[CH:6][CH:5]=[CH:4][CH:3]=4)[CH:9]=3)([O:28][CH2:29][O:30][CH3:31])[C:24]([F:26])([F:25])[F:27])[CH2:76][CH2:75]2)=[C:69]([O:80][CH3:81])[CH:68]=1)[CH3:63]. The catalyst class is: 35.